Predict which catalyst facilitates the given reaction. From a dataset of Catalyst prediction with 721,799 reactions and 888 catalyst types from USPTO. (1) Reactant: [CH2:1]([O:8][C:9]1[CH:10]=[C:11]([CH:24]=[C:25]([O:27][CH2:28][C:29]2[CH:34]=[CH:33][CH:32]=[CH:31][CH:30]=2)[CH:26]=1)[C:12]1[O:13][C:14]2[C:19]([C:20](=[O:22])[CH:21]=1)=[CH:18][CH:17]=[C:16]([OH:23])[CH:15]=2)[C:2]1[CH:7]=[CH:6][CH:5]=[CH:4][CH:3]=1.[H-].[Na+].[CH2:37]([CH:39]1[O:41][CH2:40]1)Cl. Product: [CH2:28]([O:27][C:25]1[CH:24]=[C:11]([CH:10]=[C:9]([O:8][CH2:1][C:2]2[CH:3]=[CH:4][CH:5]=[CH:6][CH:7]=2)[CH:26]=1)[C:12]1[O:13][C:14]2[C:19]([C:20](=[O:22])[CH:21]=1)=[CH:18][CH:17]=[C:16]([O:23][CH2:37][CH:39]1[O:41][CH2:40]1)[CH:15]=2)[C:29]1[CH:34]=[CH:33][CH:32]=[CH:31][CH:30]=1. The catalyst class is: 9. (2) Reactant: [F:1][C:2]1[CH:3]=[C:4]([CH:16]=[CH:17][C:18]=1[F:19])[CH2:5][NH:6][C:7](=[O:15])[CH2:8][C:9](=[O:14])[C:10]([CH3:13])([CH3:12])[CH3:11].[CH2:20]([O:22][C:23](=[O:34])[C:24]1[CH:29]=[CH:28][C:27](F)=[C:26]([N+:31]([O-:33])=[O:32])[CH:25]=1)[CH3:21].C([O-])([O-])=O.[K+].[K+]. Product: [CH2:20]([O:22][C:23](=[O:34])[C:24]1[CH:29]=[CH:28][C:27]([CH:8]([C:9](=[O:14])[C:10]([CH3:13])([CH3:12])[CH3:11])[C:7]([NH:6][CH2:5][C:4]2[CH:16]=[CH:17][C:18]([F:19])=[C:2]([F:1])[CH:3]=2)=[O:15])=[C:26]([N+:31]([O-:33])=[O:32])[CH:25]=1)[CH3:21]. The catalyst class is: 197.